From a dataset of Catalyst prediction with 721,799 reactions and 888 catalyst types from USPTO. Predict which catalyst facilitates the given reaction. (1) Reactant: C(=O)([O-])[O-].[K+].[K+].[Cl:7][C:8]1[CH:13]=[CH:12][C:11]([CH2:14][CH2:15][O:16][C:17]2[CH:18]=[C:19]([OH:23])[CH:20]=[CH:21][CH:22]=2)=[CH:10][CH:9]=1.[CH2:24]([O:26][C:27]([C:29]1[C:30]2[S:38][CH:37]=[C:36]([CH2:39]Br)[C:31]=2[C:32]([Cl:35])=[N:33][CH:34]=1)=[O:28])[CH3:25]. Product: [CH2:24]([O:26][C:27]([C:29]1[C:30]2[S:38][CH:37]=[C:36]([CH2:39][O:23][C:19]3[CH:20]=[CH:21][CH:22]=[C:17]([O:16][CH2:15][CH2:14][C:11]4[CH:10]=[CH:9][C:8]([Cl:7])=[CH:13][CH:12]=4)[CH:18]=3)[C:31]=2[C:32]([Cl:35])=[N:33][CH:34]=1)=[O:28])[CH3:25]. The catalyst class is: 213. (2) Reactant: [CH:1]([C:4]1[N:8]2[N:9]=[C:10]([CH:13]=[N:14][CH3:15])[CH:11]=[CH:12][C:7]2=[N:6][N:5]=1)([CH3:3])[CH3:2].[F:16][C:17]1[CH:22]=[C:21]([F:23])[CH:20]=[CH:19][C:18]=1[CH:24]([N+:35]#[C-:36])S(C1C=CC(C)=CC=1)(=O)=O.C([O-])([O-])=O.[K+].[K+]. Product: [F:16][C:17]1[CH:22]=[C:21]([F:23])[CH:20]=[CH:19][C:18]=1[C:24]1[N:35]=[CH:36][N:14]([CH3:15])[C:13]=1[C:10]1[CH:11]=[CH:12][C:7]2[N:8]([C:4]([CH:1]([CH3:2])[CH3:3])=[N:5][N:6]=2)[N:9]=1. The catalyst class is: 3. (3) Reactant: O.[OH-].[Li+].[N:4]1([C:9]2[CH:14]=[CH:13][C:12]([C:15]3[CH:16]=[C:17]([C:20]([O:22]C)=[O:21])[S:18][CH:19]=3)=[CH:11][CH:10]=2)[CH:8]=[CH:7][N:6]=[CH:5]1.Cl. Product: [N:4]1([C:9]2[CH:10]=[CH:11][C:12]([C:15]3[CH:16]=[C:17]([C:20]([OH:22])=[O:21])[S:18][CH:19]=3)=[CH:13][CH:14]=2)[CH:8]=[CH:7][N:6]=[CH:5]1. The catalyst class is: 5. (4) Reactant: [Cl:1][C:2]1[CH:3]=[C:4]([OH:8])[CH:5]=[CH:6][CH:7]=1.[Cl-].[Al+3].[Cl-].[Cl-].CS[C:15]#[N:16].[OH-].[Na+]. Product: [Cl:1][C:2]1[CH:7]=[CH:6][C:5]([C:15]#[N:16])=[C:4]([OH:8])[CH:3]=1. The catalyst class is: 68. (5) Reactant: [F:1][C:2]([F:32])([F:31])[C:3]1[CH:8]=[CH:7][C:6]([C:9]2[N:10]=[C:11]([CH:14]([C:16]3([NH:20]C(=O)OCC4C=CC=CC=4)[CH2:19][O:18][CH2:17]3)[CH3:15])[NH:12][CH:13]=2)=[CH:5][CH:4]=1. Product: [F:32][C:2]([F:1])([F:31])[C:3]1[CH:8]=[CH:7][C:6]([C:9]2[N:10]=[C:11]([CH:14]([C:16]3([NH2:20])[CH2:17][O:18][CH2:19]3)[CH3:15])[NH:12][CH:13]=2)=[CH:5][CH:4]=1. The catalyst class is: 5. (6) Reactant: [CH3:1][O:2][C:3]1[N:8]=[C:7]([O:9][CH3:10])[C:6]([NH2:11])=[CH:5][N:4]=1.[C:12](N1C=CN=C1)(N1C=CN=C1)=[S:13].CCCCCC.C(OCC)(=O)C. Product: [N:11]([C:6]1[C:7]([O:9][CH3:10])=[N:8][C:3]([O:2][CH3:1])=[N:4][CH:5]=1)=[C:12]=[S:13]. The catalyst class is: 7. (7) Reactant: Br[C:2]1[CH:3]=[CH:4][C:5]([N+:15]([O-:17])=[O:16])=[C:6]([NH:8][C:9]2[CH:14]=[CH:13][CH:12]=[CH:11][CH:10]=2)[CH:7]=1.[NH:18]1[CH2:23][CH2:22][CH2:21][CH2:20][CH2:19]1. Product: [N+:15]([C:5]1[CH:4]=[CH:3][C:2]([N:18]2[CH2:23][CH2:22][CH2:21][CH2:20][CH2:19]2)=[CH:7][C:6]=1[NH:8][C:9]1[CH:14]=[CH:13][CH:12]=[CH:11][CH:10]=1)([O-:17])=[O:16]. The catalyst class is: 37. (8) Reactant: F[C:2]1[CH:18]=[C:17]([F:19])[CH:16]=[CH:15][C:3]=1[C:4]([CH:6]1[CH2:11][CH2:10][N:9]([C:12](=[O:14])[CH3:13])[CH2:8][CH2:7]1)=O.O.[NH2:21][NH2:22]. Product: [F:19][C:17]1[CH:18]=[C:2]2[C:3]([C:4]([CH:6]3[CH2:11][CH2:10][N:9]([C:12](=[O:14])[CH3:13])[CH2:8][CH2:7]3)=[N:21][NH:22]2)=[CH:15][CH:16]=1. The catalyst class is: 114. (9) Reactant: CN(C(ON1N=NC2C=CC=CC1=2)=[N+](C)C)C.[B-](F)(F)(F)F.C(N(CC)CC)C.Cl.[NH:31]1[CH:35]=[C:34]([CH2:36][CH2:37][C:38]([OH:40])=O)[N:33]=[CH:32]1.[NH2:41][C@H:42]([CH2:60][C:61]1[CH:66]=[CH:65][C:64]([O:67][CH3:68])=[CH:63][CH:62]=1)[C:43]([N:45]1[CH2:48][C:47]([CH:54]2[CH2:59][CH2:58][CH2:57][CH2:56][CH2:55]2)([CH2:49][CH2:50][CH2:51][CH2:52][CH3:53])[CH2:46]1)=[O:44]. Product: [CH:54]1([C:47]2([CH2:49][CH2:50][CH2:51][CH2:52][CH3:53])[CH2:46][N:45]([C:43](=[O:44])[C@H:42]([NH:41][C:38](=[O:40])[CH2:37][CH2:36][C:34]3[N:33]=[CH:32][NH:31][CH:35]=3)[CH2:60][C:61]3[CH:62]=[CH:63][C:64]([O:67][CH3:68])=[CH:65][CH:66]=3)[CH2:48]2)[CH2:59][CH2:58][CH2:57][CH2:56][CH2:55]1. The catalyst class is: 3. (10) Reactant: [NH2:1][C:2]1[CH:7]=[CH:6][CH:5]=[CH:4][C:3]=1[NH:8][S:9]([C:12]1[CH:17]=[CH:16][C:15]([Cl:18])=[CH:14][CH:13]=1)(=[O:11])=[O:10].[Cl:19][C:20]1[CH:25]=[CH:24][C:23]([C:26]([F:29])([F:28])[F:27])=[CH:22][C:21]=1[S:30](Cl)(=[O:32])=[O:31]. Product: [Cl:19][C:20]1[CH:25]=[CH:24][C:23]([C:26]([F:28])([F:27])[F:29])=[CH:22][C:21]=1[S:30]([NH:1][C:2]1[CH:7]=[CH:6][CH:5]=[CH:4][C:3]=1[NH:8][S:9]([C:12]1[CH:13]=[CH:14][C:15]([Cl:18])=[CH:16][CH:17]=1)(=[O:11])=[O:10])(=[O:32])=[O:31]. The catalyst class is: 202.